From a dataset of Catalyst prediction with 721,799 reactions and 888 catalyst types from USPTO. Predict which catalyst facilitates the given reaction. Reactant: [Cl:1][C:2]1[C:7]([Cl:8])=[CH:6][C:5]([NH:9][C:10]2[C:19]3[C:14](=[CH:15][C:16]([O:23][CH2:24][CH2:25][O:26][CH2:27][CH2:28][OH:29])=[C:17]([N+:20]([O-:22])=[O:21])[CH:18]=3)[N:13]=[CH:12][N:11]=2)=[C:4]([F:30])[CH:3]=1.C(N(CC)CC)C.[CH3:38][S:39](Cl)(=[O:41])=[O:40]. Product: [Cl:1][C:2]1[C:7]([Cl:8])=[CH:6][C:5]([NH:9][C:10]2[C:19]3[C:14](=[CH:15][C:16]([O:23][CH2:24][CH2:25][O:26][CH2:27][CH2:28][O:29][S:39]([CH3:38])(=[O:41])=[O:40])=[C:17]([N+:20]([O-:22])=[O:21])[CH:18]=3)[N:13]=[CH:12][N:11]=2)=[C:4]([F:30])[CH:3]=1. The catalyst class is: 4.